This data is from Forward reaction prediction with 1.9M reactions from USPTO patents (1976-2016). The task is: Predict the product of the given reaction. (1) The product is: [Cl:1][C:2]1[CH:7]=[CH:6][CH:5]=[CH:4][C:3]=1[N:8]([CH3:21])[S:9]([C:12]1[CH:17]=[CH:16][CH:15]=[C:14]([NH2:18])[CH:13]=1)(=[O:11])=[O:10]. Given the reactants [Cl:1][C:2]1[CH:7]=[CH:6][CH:5]=[CH:4][C:3]=1[N:8]([CH3:21])[S:9]([C:12]1[CH:17]=[CH:16][CH:15]=[C:14]([N+:18]([O-])=O)[CH:13]=1)(=[O:11])=[O:10].O.O.[Sn](Cl)Cl, predict the reaction product. (2) Given the reactants [Cl:1][C:2]1[CH:7]=[CH:6][C:5]([C:8]2[O:9][C:10](/[CH:13]=[C:14](/[N+:16]([O-])=O)\[CH3:15])=[CH:11][CH:12]=2)=[CH:4][C:3]=1[C:19]([F:22])([F:21])[F:20].[H-].[Al+3].[Li+].[H-].[H-].[H-].[OH-].[Na+].[O-]S([O-])(=O)=O.[Mg+2], predict the reaction product. The product is: [Cl:1][C:2]1[CH:7]=[CH:6][C:5]([C:8]2[O:9][C:10]([CH2:13][CH:14]([NH2:16])[CH3:15])=[CH:11][CH:12]=2)=[CH:4][C:3]=1[C:19]([F:22])([F:20])[F:21]. (3) Given the reactants [Br-].[CH2:2]([Zn+])[CH:3]([CH3:5])[CH3:4].[Cl:7][C:8]1[C:9]([C:24]2[N:28]=[C:27]([C:29]3[N:30]=[C:31]4[C:36]([Cl:37])=[CH:35][C:34](I)=[CH:33][N:32]4[CH:39]=3)[O:26][N:25]=2)=[CH:10][C:11]([F:23])=[C:12]([CH2:14][CH2:15][C:16]([O:18][C:19]([CH3:22])([CH3:21])[CH3:20])=[O:17])[CH:13]=1.C1COCC1, predict the reaction product. The product is: [Cl:7][C:8]1[C:9]([C:24]2[N:28]=[C:27]([C:29]3[N:30]=[C:31]4[C:36]([Cl:37])=[CH:35][C:34]([CH2:2][CH:3]([CH3:5])[CH3:4])=[CH:33][N:32]4[CH:39]=3)[O:26][N:25]=2)=[CH:10][C:11]([F:23])=[C:12]([CH2:14][CH2:15][C:16]([O:18][C:19]([CH3:22])([CH3:21])[CH3:20])=[O:17])[CH:13]=1.